Task: Regression. Given two drug SMILES strings and cell line genomic features, predict the synergy score measuring deviation from expected non-interaction effect.. Dataset: NCI-60 drug combinations with 297,098 pairs across 59 cell lines (1) Drug 1: CC12CCC3C(C1CCC2=O)CC(=C)C4=CC(=O)C=CC34C. Drug 2: CC1C(C(CC(O1)OC2CC(CC3=C2C(=C4C(=C3O)C(=O)C5=C(C4=O)C(=CC=C5)OC)O)(C(=O)CO)O)N)O.Cl. Cell line: M14. Synergy scores: CSS=44.7, Synergy_ZIP=-0.398, Synergy_Bliss=0.572, Synergy_Loewe=-2.79, Synergy_HSA=0.199. (2) Drug 1: CC1=C(C(=CC=C1)Cl)NC(=O)C2=CN=C(S2)NC3=CC(=NC(=N3)C)N4CCN(CC4)CCO. Drug 2: CC1C(C(CC(O1)OC2CC(CC3=C2C(=C4C(=C3O)C(=O)C5=C(C4=O)C(=CC=C5)OC)O)(C(=O)CO)O)N)O.Cl. Cell line: NCI-H460. Synergy scores: CSS=52.6, Synergy_ZIP=8.13, Synergy_Bliss=7.74, Synergy_Loewe=-1.08, Synergy_HSA=7.20. (3) Drug 1: CC1=C(C(CCC1)(C)C)C=CC(=CC=CC(=CC(=O)O)C)C. Drug 2: CC1=C(C=C(C=C1)C(=O)NC2=CC(=CC(=C2)C(F)(F)F)N3C=C(N=C3)C)NC4=NC=CC(=N4)C5=CN=CC=C5. Cell line: SN12C. Synergy scores: CSS=0.922, Synergy_ZIP=0.912, Synergy_Bliss=0.275, Synergy_Loewe=-2.03, Synergy_HSA=-1.83. (4) Drug 1: CC12CCC3C(C1CCC2=O)CC(=C)C4=CC(=O)C=CC34C. Drug 2: CC=C1C(=O)NC(C(=O)OC2CC(=O)NC(C(=O)NC(CSSCCC=C2)C(=O)N1)C(C)C)C(C)C. Cell line: SF-295. Synergy scores: CSS=51.8, Synergy_ZIP=5.58, Synergy_Bliss=4.78, Synergy_Loewe=-27.1, Synergy_HSA=5.75. (5) Drug 1: CC1OCC2C(O1)C(C(C(O2)OC3C4COC(=O)C4C(C5=CC6=C(C=C35)OCO6)C7=CC(=C(C(=C7)OC)O)OC)O)O. Drug 2: B(C(CC(C)C)NC(=O)C(CC1=CC=CC=C1)NC(=O)C2=NC=CN=C2)(O)O. Cell line: SW-620. Synergy scores: CSS=28.8, Synergy_ZIP=-8.39, Synergy_Bliss=-8.03, Synergy_Loewe=-6.85, Synergy_HSA=-5.21.